This data is from Peptide-MHC class I binding affinity with 185,985 pairs from IEDB/IMGT. The task is: Regression. Given a peptide amino acid sequence and an MHC pseudo amino acid sequence, predict their binding affinity value. This is MHC class I binding data. The peptide sequence is YVVIGILTLA. The MHC is HLA-A68:02 with pseudo-sequence HLA-A68:02. The binding affinity (normalized) is 0.555.